This data is from Reaction yield outcomes from USPTO patents with 853,638 reactions. The task is: Predict the reaction yield, written as a fraction of the theoretical maximum amount of product (1.0 means a 100% yield; for example, 0.34 means a 34% yield). (1) The reactants are [C:1]1(=[C:8]([C:25]2[CH:30]=[CH:29][CH:28]=[C:27]([OH:31])[CH:26]=2)[C:9]2[CH:14]=[CH:13][C:12](/[CH:15]=[CH:16]/[C:17]([O:19]C(C)(C)C)=[O:18])=[C:11]([F:24])[CH:10]=2)[CH2:7][CH2:6][CH2:5][CH2:4][CH2:3][CH2:2]1.C(O)(C(F)(F)F)=O. The catalyst is C(Cl)Cl. The yield is 0.920. The product is [C:1]1(=[C:8]([C:25]2[CH:30]=[CH:29][CH:28]=[C:27]([OH:31])[CH:26]=2)[C:9]2[CH:14]=[CH:13][C:12](/[CH:15]=[CH:16]/[C:17]([OH:19])=[O:18])=[C:11]([F:24])[CH:10]=2)[CH2:7][CH2:6][CH2:5][CH2:4][CH2:3][CH2:2]1. (2) The reactants are [CH3:1][O:2][C:3]1[CH:8]=[CH:7][C:6]([C:9]2[C:14]([C:15]3[CH:20]=[CH:19][C:18]([O:21][CH3:22])=[CH:17][CH:16]=3)=[N:13][NH:12][C:11](=[O:23])[CH:10]=2)=[CH:5][CH:4]=1.C(=O)([O-])[O-].[K+].[K+].Cl[CH2:31][CH2:32][C:33]([O:35][CH2:36][CH3:37])=[O:34].O. The catalyst is CN(C)C=O. The product is [CH3:1][O:2][C:3]1[CH:8]=[CH:7][C:6]([C:9]2[C:14]([C:15]3[CH:16]=[CH:17][C:18]([O:21][CH3:22])=[CH:19][CH:20]=3)=[N:13][N:12]([CH2:31][CH2:32][C:33]([O:35][CH2:36][CH3:37])=[O:34])[C:11](=[O:23])[CH:10]=2)=[CH:5][CH:4]=1. The yield is 0.970.